From a dataset of Reaction yield outcomes from USPTO patents with 853,638 reactions. Predict the reaction yield, written as a fraction of the theoretical maximum amount of product (1.0 means a 100% yield; for example, 0.34 means a 34% yield). The reactants are [CH:1](NC(C)C)(C)[CH3:2].C([Li])CCC.CCCCCC.[I:19][C:20]1[CH:21]=[C:22]([CH:33]=[CH:34][CH:35]=1)[CH2:23][CH:24]([C:29]([O:31][CH3:32])=[O:30])[C:25]([O:27][CH3:28])=[O:26].C(I)C. The catalyst is O1CCCC1. The product is [CH2:1]([C:24]([CH2:23][C:22]1[CH:33]=[CH:34][CH:35]=[C:20]([I:19])[CH:21]=1)([C:29]([O:31][CH3:32])=[O:30])[C:25]([O:27][CH3:28])=[O:26])[CH3:2]. The yield is 0.730.